This data is from Reaction yield outcomes from USPTO patents with 853,638 reactions. The task is: Predict the reaction yield, written as a fraction of the theoretical maximum amount of product (1.0 means a 100% yield; for example, 0.34 means a 34% yield). (1) The reactants are [CH2:1]([O:3][C:4]([C:6]1[C:7]([CH3:19])=[C:8]([C:12]([O:14][C:15]([CH3:18])([CH3:17])[CH3:16])=[O:13])[NH:9][C:10]=1[CH3:11])=[O:5])[CH3:2].C(O)(=[O:22])C.O.[N+]([O-])(O)=O.[N+]([O-])(O)=O.[N+]([O-])(O)=O.[N+]([O-])(O)=O.[N+]([O-])(O)=O.[N+]([O-])(O)=O.[Ce]. The catalyst is O1CCCC1. The product is [CH2:1]([O:3][C:4]([C:6]1[C:7]([CH3:19])=[C:8]([C:12]([O:14][C:15]([CH3:18])([CH3:17])[CH3:16])=[O:13])[NH:9][C:10]=1[CH:11]=[O:22])=[O:5])[CH3:2]. The yield is 0.980. (2) The reactants are I[CH3:2].[H-].[Na+].[OH:5][CH:6]1[C:15]2[C:10](=[CH:11][CH:12]=[C:13]([C:16]3[C:21](=[O:22])[N:20]([CH2:23][C:24]4[CH:29]=[CH:28][C:27]([C:30]5[C:31]([C:36]#[N:37])=[CH:32][CH:33]=[CH:34][CH:35]=5)=[CH:26][CH:25]=4)[C:19]([CH2:38][CH2:39][CH3:40])=[N:18][C:17]=3[CH3:41])[CH:14]=2)[O:9][C:8]([CH3:43])([CH3:42])[CH2:7]1. The catalyst is CN(C)C=O.C(OCC)(=O)C. The product is [CH3:2][O:5][CH:6]1[C:15]2[C:10](=[CH:11][CH:12]=[C:13]([C:16]3[C:21](=[O:22])[N:20]([CH2:23][C:24]4[CH:29]=[CH:28][C:27]([C:30]5[C:31]([C:36]#[N:37])=[CH:32][CH:33]=[CH:34][CH:35]=5)=[CH:26][CH:25]=4)[C:19]([CH2:38][CH2:39][CH3:40])=[N:18][C:17]=3[CH3:41])[CH:14]=2)[O:9][C:8]([CH3:42])([CH3:43])[CH2:7]1. The yield is 0.660. (3) The reactants are C([O:3][C:4]([CH:6]1[CH2:11][NH:10][C:9]2[CH:12]=[C:13]([C:16]([F:19])([F:18])[F:17])[CH:14]=[CH:15][C:8]=2[O:7]1)=[O:5])C.[C:20]([O-])([O-])=O.[K+].[K+].IC.Cl. The catalyst is CN(C=O)C.O. The product is [CH3:20][N:10]1[C:9]2[CH:12]=[C:13]([C:16]([F:17])([F:18])[F:19])[CH:14]=[CH:15][C:8]=2[O:7][CH:6]([C:4]([OH:3])=[O:5])[CH2:11]1. The yield is 0.100. (4) The yield is 0.562. The reactants are CS(O[CH2:6][C:7]1[CH:12]=[CH:11][CH:10]=[C:9]([C:13]2[N:18]=[C:17]([N:19]3[CH2:24][CH2:23][O:22][CH2:21][CH2:20]3)[C:16]3=[CH:25][C:26]([CH2:28][N:29]([CH3:31])[CH3:30])=[CH:27][N:15]3[N:14]=2)[CH:8]=1)(=O)=O.[NH3:32]. The product is [NH2:32][CH2:6][C:7]1[CH:8]=[C:9]([C:13]2[N:18]=[C:17]([N:19]3[CH2:20][CH2:21][O:22][CH2:23][CH2:24]3)[C:16]3=[CH:25][C:26]([CH2:28][N:29]([CH3:30])[CH3:31])=[CH:27][N:15]3[N:14]=2)[CH:10]=[CH:11][CH:12]=1. The catalyst is CO. (5) The reactants are [CH3:1][NH:2][CH2:3][CH:4]([CH3:6])[CH3:5].C(N(CC)CC)C.Cl.[F:15][C:16]([F:50])([F:49])[C:17]1[CH:22]=[C:21]([C:23]2[CH:28]=[CH:27][C:26]([C:29]([F:32])([F:31])[F:30])=[CH:25][CH:24]=2)[N:20]=[C:19]([C:33]2[CH:38]=[CH:37][N:36]=[C:35]([C:39]3[CH:40]=[C:41]([S:45](Cl)(=[O:47])=[O:46])[CH:42]=[CH:43][CH:44]=3)[CH:34]=2)[N:18]=1. The catalyst is C1COCC1. The product is [CH2:3]([N:2]([CH3:1])[S:45]([C:41]1[CH:42]=[CH:43][CH:44]=[C:39]([C:35]2[CH:34]=[C:33]([C:19]3[N:18]=[C:17]([C:16]([F:15])([F:49])[F:50])[CH:22]=[C:21]([C:23]4[CH:28]=[CH:27][C:26]([C:29]([F:32])([F:30])[F:31])=[CH:25][CH:24]=4)[N:20]=3)[CH:38]=[CH:37][N:36]=2)[CH:40]=1)(=[O:46])=[O:47])[CH:4]([CH3:6])[CH3:5]. The yield is 0.800. (6) The reactants are [CH2:1]([O:8][C:9]1[CH:18]=[C:17]2[C:12]([C:13](=O)[NH:14][C:15]([C:19](=[O:27])[C:20]3[CH:25]=[CH:24][C:23]([F:26])=[CH:22][CH:21]=3)=[N:16]2)=[CH:11][CH:10]=1)[C:2]1[CH:7]=[CH:6][CH:5]=[CH:4][CH:3]=1.P(Cl)(Cl)([Cl:31])=O. The catalyst is CN(C=O)C. The product is [CH2:1]([O:8][C:9]1[CH:18]=[C:17]2[C:12]([C:13]([Cl:31])=[N:14][C:15]([C:19]([C:20]3[CH:25]=[CH:24][C:23]([F:26])=[CH:22][CH:21]=3)=[O:27])=[N:16]2)=[CH:11][CH:10]=1)[C:2]1[CH:7]=[CH:6][CH:5]=[CH:4][CH:3]=1. The yield is 0.720.